This data is from Full USPTO retrosynthesis dataset with 1.9M reactions from patents (1976-2016). The task is: Predict the reactants needed to synthesize the given product. (1) Given the product [CH2:38]([O:37][C:36]1[CH:35]=[C:34]([O:41][CH2:42][CH3:43])[N:44]=[C:21]([C:18]2[C:17]3[CH:24]=[C:13]([N:4]4[C:5](=[O:12])[CH:6]=[C:7]([C:8]([F:11])([F:10])[F:9])[N:2]([CH3:1])[C:3]4=[O:25])[CH:14]=[CH:15][C:16]=3[S:20][N:19]=2)[N:40]=1)[CH3:39], predict the reactants needed to synthesize it. The reactants are: [CH3:1][N:2]1[C:7]([C:8]([F:11])([F:10])[F:9])=[CH:6][C:5](=[O:12])[N:4]([C:13]2[CH:14]=[CH:15][C:16]3[S:20][N:19]=[C:18]([C:21](O)=O)[C:17]=3[CH:24]=2)[C:3]1=[O:25].C(Cl)(=O)C(Cl)=O.Cl.Cl.[C:34](=[NH:44])([O:41][CH2:42][CH3:43])[CH2:35][C:36](=[NH:40])[O:37][CH2:38][CH3:39].C(N(C(C)C)CC)(C)C. (2) Given the product [Br:13][C:14]1[CH:15]=[N:16][C:17]([Cl:23])=[C:18]([CH:22]=1)[C:19]([N:4]([O:3][CH3:2])[CH3:5])=[O:20], predict the reactants needed to synthesize it. The reactants are: Cl.[CH3:2][O:3][NH:4][CH3:5].C(N(CC)CC)C.[Br:13][C:14]1[CH:15]=[N:16][C:17]([Cl:23])=[C:18]([CH:22]=1)[C:19](Cl)=[O:20].O. (3) Given the product [C:1]([O:5][C:6]([N:8]1[CH2:13][CH2:12][CH:11]([C:14]2[CH:19]=[CH:18][CH:17]=[CH:16][C:15]=2[S:20][C:32]2[CH:37]=[CH:36][C:35]([C:38]([F:41])([F:40])[F:39])=[CH:34][CH:33]=2)[CH2:10][CH2:9]1)=[O:7])([CH3:2])([CH3:3])[CH3:4], predict the reactants needed to synthesize it. The reactants are: [C:1]([O:5][C:6]([N:8]1[CH2:13][CH2:12][CH:11]([C:14]2[CH:19]=[CH:18][CH:17]=[CH:16][C:15]=2[S:20][Si](C(C)C)(C(C)C)C(C)C)[CH2:10][CH2:9]1)=[O:7])([CH3:4])([CH3:3])[CH3:2].I[C:32]1[CH:37]=[CH:36][C:35]([C:38]([F:41])([F:40])[F:39])=[CH:34][CH:33]=1.CC(C)([O-])C.[K+].[F-].C([N+](CCCC)(CCCC)CCCC)CCC. (4) Given the product [C:1]([N:5]1[CH2:10][CH2:9][CH:8]([CH2:11][CH2:12][O:13][C:14]2[CH:19]=[CH:18][C:17]([C:20]3[N:25]=[C:24]([C:26]#[N:27])[C:23]4[N:28]=[CH:29][N:30]([CH3:35])[C:22]=4[CH:21]=3)=[CH:16][C:15]=2[C:31]([F:32])([F:34])[F:33])[CH2:7][CH2:6]1)(=[O:3])[CH3:2], predict the reactants needed to synthesize it. The reactants are: [C:1](Cl)(=[O:3])[CH3:2].[NH:5]1[CH2:10][CH2:9][CH:8]([CH2:11][CH2:12][O:13][C:14]2[CH:19]=[CH:18][C:17]([C:20]3[N:25]=[C:24]([C:26]#[N:27])[C:23]4[N:28]=[CH:29][NH:30][C:22]=4[CH:21]=3)=[CH:16][C:15]=2[C:31]([F:34])([F:33])[F:32])[CH2:7][CH2:6]1.[CH:35](N(C(C)C)CC)(C)C.